From a dataset of Drug-target binding data from BindingDB using IC50 measurements. Regression. Given a target protein amino acid sequence and a drug SMILES string, predict the binding affinity score between them. We predict pIC50 (pIC50 = -log10(IC50 in M); higher means more potent). Dataset: bindingdb_ic50. (1) The pIC50 is 5.8. The compound is CC(C)Cn1c(-c2ccc(P(=O)(O)O)o2)nc2c(N)c(F)cc(CCC(C)(C)C)c21. The target protein (P19112) has sequence MVDHAPFETDISTLTRFVLEEGRKAGGTGEMTQLLNSLCTAIKAISSAVRQAGIAQLYGIAGSTNVTGDQVKKLDILSNDLVINMLKSSYATCVLVSEEDTHAIIIEPEKRGKYVVCFDPLDGSSNIDCLASIGTIFGIYRKTSANEPSEKDALQPGRNLVAAGYALYGSATMLVLAMNCGVNCFMLDPSIGEFILVDRDVKIKKKGNIYSINEGYAKDFDPAINEYIQRKKFPPDNSAPYGARYVGSMVADVHRTLVYGGIFLYPANKKNPSGKLRLLYECNPIAYVMEKAGGLATTGNEDILDIVPTEIHQKAPVIMGSTEDVQEFLEIYNKDKAKSRPSLPLPQSRARESPVHSICDELF. (2) The drug is Cn1cc([C@@H]2N[C@@H](c3nc(-c4ccc(F)cc4)c[nH]3)Cc3c2[nH]c2ccccc32)cn1. The target protein (P30935) has sequence MATVTYPSSEPTTLDPGNASSTWPLDTTLGNTSAGASLTGLAVSGILISLVYLVVCVVGLLGNSLVIYVVLRHTSSPSVTSVYILNLALADELFMLGLPFLAAQNALSYWPFGSLMCRLVMAVDGINQFTSIFCLTVMSVDRYLAVVHPTRSARWRTAPVARTVSAAVWVASAVVVLPVVVFSGVPRGMSTCHMQWPEPAAAWRTAFIIYTAALGFFGPLLVICLCYLLIVVKVRSTTRRVRAPSCQWVQAPACQRRRRSERRVTRMVVAVVALFVLCWMPFYLLNIVNVVCPLPEEPAFFGLYFLVVALPYANSCANPILYGFLSYRFKQGFRRILLRPSRRIRSQEPGSGPPEKTEEEEDEEEEERREEEERRMQRGQEMNGRLSQIAQAGTSGQQPRPCTGTAKEQQLLPQEATAGDKASTLSHL. The pIC50 is 8.3. (3) The drug is CN1C(=O)N(c2cc(Cl)cc(Cl)c2)C(=O)[C@]12CN(Cc1cc(C(=O)O)cs1)C[C@H]2c1ccc(C#N)cc1. The target protein (P24063) has sequence MSFRIAGPRLLLLGLQLFAKAWSYNLDTRPTQSFLAQAGRHFGYQVLQIEDGVVVGAPGEGDNTGGLYHCRTSSEFCQPVSLHGSNHTSKYLGMTLATDAAKGSLLACDPGLSRTCDQNTYLSGLCYLFPQSLEGPMLQNRPAYQECMKGKVDLVFLFDGSQSLDRKDFEKILEFMKDVMRKLSNTSYQFAAVQFSTDCRTEFTFLDYVKQNKNPDVLLGSVQPMFLLTNTFRAINYVVAHVFKEESGARPDATKVLVIITDGEASDKGNISAAHDITRYIIGIGKHFVSVQKQKTLHIFASEPVEEFVKILDTFEKLKDLFTDLQRRIYAIEGTNRQDLTSFNMELSSSGISADLSKGHAVVGAVGAKDWAGGFLDLREDLQGATFVGQEPLTSDVRGGYLGYTVAWMTSRSSRPLLAAGAPRYQHVGQVLLFQAPEAGGRWNQTQKIEGTQIGSYFGGELCSVDLDQDGEAELLLIGAPLFFGEQRGGRVFTYQRRQS.... The pIC50 is 6.8. (4) The compound is COc1ccc2c(c1)[C@]13CCCC[C@@H]1[C@H](C2)N(C)CC3. The target protein (P10633) has sequence MELLNGTGLWSMAIFTVIFILLVDLMHRRHRWTSRYPPGPVPWPVLGNLLQVDLSNMPYSLYKLQHRYGDVFSLQKGWKPMVIVNRLKAVQEVLVTHGEDTADRPPVPIFKCLGVKPRSQGVILASYGPEWREQRRFSVSTLRTFGMGKKSLEEWVTKEAGHLCDAFTAQAGQSINPKAMLNKALCNVIASLIFARRFEYEDPYLIRMVKLVEESLTEVSGFIPEVLNTFPALLRIPGLADKVFQGQKTFMALLDNLLAENRTTWDPAQPPRNLTDAFLAEVEKAKGNPESSFNDENLRMVVVDLFTAGMVTTATTLTWALLLMILYPDVQRRVQQEIDEVIGQVRCPEMTDQAHMPYTNAVIHEVQRFGDIAPLNLPRFTSCDIEVQDFVIPKGTTLIINLSSVLKDETVWEKPHRFHPEHFLDAQGNFVKHEAFMPFSAGRRACLGEPLARMELFLFFTCLLQRFSFSVPVGQPRPSTHGFFAFPVAPLPYQLCAVVR.... The pIC50 is 3.6. (5) The pIC50 is 9.1. The target protein (P97629) has sequence METFTNDRLQLPRNMIENSMFEEEPDVVDLAKEPCLHPLEPDEVEYEPRGSRLLVRGLGEHEMDEDEEDYESSAKLLGMSFMNRSSGLRNSATGYRQSPDGTCSVPSARTLVICVFVIVVAVSVIMVIYLLPRCTFTKEGCHKTNQSAELIQPIATNGKVFPWAQIRLPTAIIPQRYELSLHPNLTSMTFRGSVTISLQALQDTRDIILHSTGHNISSVTFMSAVSSQEKQVEILEYPYHEQIAVVAPESLLTGHNYTLKIEYSANISNSYYGFYGITYTDKSNEKKNFAATQFEPLAARSAFPCFDEPAFKATFIIKITRDEHHTALSNMPKKSSVPTEEGLIQDEFSESVKMSTYLVAFIVGEMRNLSQDVNGTLVSVYAVPEKIDQVYHALDTTVKLLEFYQNYFEIQYPLKKLDLVAIPDFEAGAMENWGLLTFREETLLYDNATSSVADRKLVTKIIAHELAHQWFGNLVTMQWWNDLWLNEGFATFMEYFSVEK.... The small molecule is N[C@@H](CCC1CCC1)[C@](O)(Cc1nccc2oc(CCC3CC3)cc12)C(=O)O. (6) The compound is Cc1c(C(=O)CCl)csc1C(=O)CCl. The target is XTSFAESXKPVQQPSAFGS. The pIC50 is 5.3.